From a dataset of Catalyst prediction with 721,799 reactions and 888 catalyst types from USPTO. Predict which catalyst facilitates the given reaction. (1) Reactant: [S:1]1[C:5]([NH:6][CH2:7][CH2:8][CH3:9])=[N:4][N:3]2[CH:10]=[CH:11][N:12]=[C:2]12.[I:13]N1C(=O)CCC1=O. Product: [I:13][C:10]1[N:3]2[C:2]([S:1][C:5]([NH:6][CH2:7][CH2:8][CH3:9])=[N:4]2)=[N:12][CH:11]=1. The catalyst class is: 10. (2) Reactant: [CH3:1][N:2](C(ON1N=NC2C=CC=NC1=2)=[N+](C)C)C.F[P-](F)(F)(F)(F)F.CN.C1COCC1.CCN(C(C)C)C(C)C.[C:41]([C:45]1[N:49]([CH2:50][CH:51]2[CH2:56][CH2:55][O:54][CH2:53][CH2:52]2)[C:48]2[CH:57]=[CH:58][C:59]([S:61]([N:64]3[CH:68]=[C:67]([C:69]([OH:71])=O)[CH:66]=[N:65]3)(=[O:63])=[O:62])=[CH:60][C:47]=2[N:46]=1)([CH3:44])([CH3:43])[CH3:42]. Product: [C:41]([C:45]1[N:49]([CH2:50][CH:51]2[CH2:52][CH2:53][O:54][CH2:55][CH2:56]2)[C:48]2[CH:57]=[CH:58][C:59]([S:61]([N:64]3[CH:68]=[C:67]([C:69]([NH:2][CH3:1])=[O:71])[CH:66]=[N:65]3)(=[O:62])=[O:63])=[CH:60][C:47]=2[N:46]=1)([CH3:44])([CH3:43])[CH3:42]. The catalyst class is: 3. (3) Reactant: [Br:1][C:2]1[CH:19]=[CH:18][C:5]([CH2:6][NH:7][C:8](=[O:17])[C:9]2[CH:14]=[CH:13][C:12]([Cl:15])=[CH:11][C:10]=2[OH:16])=[C:4]([F:20])[CH:3]=1.C([O-])([O-])=O.[K+].[K+].Br[CH2:28][C:29]([O:31][CH2:32][CH3:33])=[O:30]. Product: [CH2:32]([O:31][C:29](=[O:30])[CH2:28][O:16][C:10]1[CH:11]=[C:12]([Cl:15])[CH:13]=[CH:14][C:9]=1[C:8](=[O:17])[NH:7][CH2:6][C:5]1[CH:18]=[CH:19][C:2]([Br:1])=[CH:3][C:4]=1[F:20])[CH3:33]. The catalyst class is: 21. (4) Reactant: [Cl:1][C:2]1[CH:9]=[C:8]([Cl:10])[CH:7]=[C:6]([Cl:11])[C:3]=1[CH:4]=O.[NH2:12][C:13]1[CH:14]=[C:15]([CH:29]=[CH:30][C:31]=1[NH2:32])[C:16]([NH:18][C:19]1[CH:28]=[CH:27][C:26]2[C:21](=[CH:22][CH:23]=[CH:24][CH:25]=2)[N:20]=1)=[O:17]. Product: [N:20]1[C:21]2[C:26](=[CH:25][CH:24]=[CH:23][CH:22]=2)[CH:27]=[CH:28][C:19]=1[NH:18][C:16]([C:15]1[CH:29]=[CH:30][C:31]2[N:32]=[C:4]([C:3]3[C:2]([Cl:1])=[CH:9][C:8]([Cl:10])=[CH:7][C:6]=3[Cl:11])[NH:12][C:13]=2[CH:14]=1)=[O:17]. The catalyst class is: 16. (5) Reactant: [NH2:1][C:2]1[CH:3]=[C:4]([CH:14]=[CH:15][C:16]=1[NH:17][C:18]([O:20][C:21]([CH3:24])([CH3:23])[CH3:22])=[O:19])[O:5][CH2:6][CH2:7][CH2:8][C:9]([O:11][CH2:12][CH3:13])=[O:10].[Cl:25][C:26]1[CH:33]=[C:32]([Cl:34])[CH:31]=[CH:30][C:27]=1[CH2:28]Cl.C([O-])([O-])=O.[K+].[K+].[Na+].[I-].[NH4+].[Cl-]. Product: [C:21]([O:20][C:18]([NH:17][C:16]1[CH:15]=[CH:14][C:4]([O:5][CH2:6][CH2:7][CH2:8][C:9]([O:11][CH2:12][CH3:13])=[O:10])=[CH:3][C:2]=1[NH:1][CH2:28][C:27]1[CH:30]=[CH:31][C:32]([Cl:34])=[CH:33][C:26]=1[Cl:25])=[O:19])([CH3:23])([CH3:22])[CH3:24]. The catalyst class is: 3. (6) Reactant: [OH:1][C:2]1[CH:22]=[CH:21][C:5]([C:6]([NH:8][N:9]=[C:10]2[C:18]3[C:13](=[CH:14][CH:15]=[C:16]([I:19])[CH:17]=3)[NH:12][C:11]2=[O:20])=[O:7])=[CH:4][CH:3]=1.C1CCN2C(=NCCC2)CC1.Br[CH2:35][C:36]([O:38][CH3:39])=[O:37]. Product: [CH3:39][O:38][C:36](=[O:37])[CH2:35][N:12]1[C:13]2[C:18](=[CH:17][C:16]([I:19])=[CH:15][CH:14]=2)[C:10](=[N:9][NH:8][C:6](=[O:7])[C:5]2[CH:21]=[CH:22][C:2]([OH:1])=[CH:3][CH:4]=2)[C:11]1=[O:20]. The catalyst class is: 3. (7) Reactant: [CH3:1][O:2][C:3]([C:5]1[N:6]([CH2:13][CH3:14])[N:7]=[C:8]([N+:10]([O-])=O)[CH:9]=1)=[O:4]. Product: [CH3:1][O:2][C:3]([C:5]1[N:6]([CH2:13][CH3:14])[N:7]=[C:8]([NH2:10])[CH:9]=1)=[O:4]. The catalyst class is: 105.